Task: Predict the reactants needed to synthesize the given product.. Dataset: Full USPTO retrosynthesis dataset with 1.9M reactions from patents (1976-2016) (1) Given the product [C@@H:6]1([O:24][C:25]2[C:30]3[C:31]([CH2:34][CH2:35][C:36]4[CH:37]=[CH:38][C:39]([O:42][CH2:43][CH2:44][CH2:45][OH:46])=[CH:40][CH:41]=4)=[CH:32][O:33][C:29]=3[CH:28]=[CH:27][CH:26]=2)[O:7][C@H:8]([CH2:19][OH:20])[C@@H:9]([OH:15])[C@H:10]([OH:11])[C@H:5]1[OH:4], predict the reactants needed to synthesize it. The reactants are: C([O:4][C@@H:5]1[C@@H:10]([O:11]C(=O)C)[C@H:9]([O:15]C(=O)C)[C@@H:8]([CH2:19][O:20]C(=O)C)[O:7][C@H:6]1[O:24][C:25]1[C:30]2[C:31]([CH2:34][CH2:35][C:36]3[CH:41]=[CH:40][C:39]([O:42][CH2:43][CH2:44][CH2:45][OH:46])=[CH:38][CH:37]=3)=[CH:32][O:33][C:29]=2[CH:28]=[CH:27][CH:26]=1)(=O)C.C[O-].[Na+]. (2) Given the product [Cl:24][C:25]1[CH:33]=[CH:32][C:28]([C:29]([NH:1][C:2]2[CH:23]=[CH:22][CH:21]=[C:4]([O:5][C:6]3[CH:7]=[CH:8][C:9]4[N:10]([CH:12]=[C:13]([NH:15][C:16]([CH:18]5[CH2:20][CH2:19]5)=[O:17])[N:14]=4)[N:11]=3)[CH:3]=2)=[O:30])=[CH:27][C:26]=1[C:34]([F:35])([F:36])[F:37], predict the reactants needed to synthesize it. The reactants are: [NH2:1][C:2]1[CH:3]=[C:4]([CH:21]=[CH:22][CH:23]=1)[O:5][C:6]1[CH:7]=[CH:8][C:9]2[N:10]([CH:12]=[C:13]([NH:15][C:16]([CH:18]3[CH2:20][CH2:19]3)=[O:17])[N:14]=2)[N:11]=1.[Cl:24][C:25]1[CH:33]=[CH:32][C:28]([C:29](O)=[O:30])=[CH:27][C:26]=1[C:34]([F:37])([F:36])[F:35].Cl.CN(C)CCCN=C=NCC.ON1C2C=CC=CC=2N=N1. (3) Given the product [C:19]12([CH2:18][NH:17][C:16]([C:12]3[C:11]4[N:10]([N:9]=[C:8]([C:6]([OH:7])=[O:5])[CH:30]=4)[CH:15]=[CH:14][CH:13]=3)=[O:29])[CH2:28][CH:23]3[CH2:22][CH:21]([CH2:27][CH:25]([CH2:24]3)[CH2:26]1)[CH2:20]2, predict the reactants needed to synthesize it. The reactants are: [OH-].[K+].C([O:5][C:6]([C:8]1[CH:30]=[C:11]2[C:12]([C:16](=[O:29])[NH:17][CH2:18][C:19]34[CH2:28][CH:23]5[CH2:24][CH:25]([CH2:27][CH:21]([CH2:22]5)[CH2:20]3)[CH2:26]4)=[CH:13][CH:14]=[CH:15][N:10]2[N:9]=1)=[O:7])C. (4) Given the product [CH3:28][S:29]([N:16]1[CH2:17][CH2:18][N:13]([C:10]2[CH:11]=[CH:12][C:7]([O:6][CH2:5][CH2:4][CH2:3][C:2]([F:1])([F:19])[F:20])=[CH:8][CH:9]=2)[CH2:14][CH2:15]1)(=[O:31])=[O:30], predict the reactants needed to synthesize it. The reactants are: [F:1][C:2]([F:20])([F:19])[CH2:3][CH2:4][CH2:5][O:6][C:7]1[CH:12]=[CH:11][C:10]([N:13]2[CH2:18][CH2:17][NH:16][CH2:15][CH2:14]2)=[CH:9][CH:8]=1.C(N(CC)CC)C.[CH3:28][S:29](Cl)(=[O:31])=[O:30].O.